Dataset: Full USPTO retrosynthesis dataset with 1.9M reactions from patents (1976-2016). Task: Predict the reactants needed to synthesize the given product. (1) The reactants are: [CH:1]1([O:4][C:5]2[CH:6]=[C:7]([C:15]3[NH:32][C:18]4[CH:19]=[N:20][N:21](COCC[Si](C)(C)C)[C:22](=[O:23])[C:17]=4[C:16]=3[CH2:33][CH2:34][CH:35]3[CH2:37][CH2:36]3)[CH:8]=[CH:9][C:10]=2[O:11][CH:12]([F:14])[F:13])[CH2:3][CH2:2]1.C1(OC2C=C(C3NC4C=NN(COCC[Si](C)(C)C)C(=O)C=4C=3CCC)C=CC=2OC(F)F)CC1. Given the product [CH:1]1([O:4][C:5]2[CH:6]=[C:7]([C:15]3[NH:32][C:18]4[CH:19]=[N:20][NH:21][C:22](=[O:23])[C:17]=4[C:16]=3[CH2:33][CH2:34][CH:35]3[CH2:37][CH2:36]3)[CH:8]=[CH:9][C:10]=2[O:11][CH:12]([F:13])[F:14])[CH2:3][CH2:2]1, predict the reactants needed to synthesize it. (2) Given the product [N+:1]([C:4]1[CH:9]=[CH:8][C:7]2[N:10]=[C:12]([CH2:13][CH2:14][C:15]([OH:17])=[O:16])[NH:11][C:6]=2[CH:5]=1)([O-:3])=[O:2], predict the reactants needed to synthesize it. The reactants are: [N+:1]([C:4]1[CH:5]=[C:6]([NH2:11])[C:7]([NH2:10])=[CH:8][CH:9]=1)([O-:3])=[O:2].[C:12]1(=O)[O:17][C:15](=[O:16])[CH2:14][CH2:13]1. (3) Given the product [Br:1][C:2]1[CH:3]=[CH:4][CH:5]=[C:6]2[C:11]=1[N:10]=[C:9]([NH:18][C:14]([CH3:17])([CH3:16])[CH3:15])[N:8]=[C:7]2[NH2:13], predict the reactants needed to synthesize it. The reactants are: [Br:1][C:2]1[CH:3]=[CH:4][CH:5]=[C:6]2[C:11]=1[N:10]=[C:9](Cl)[N:8]=[C:7]2[NH2:13].[C:14]([NH2:18])([CH3:17])([CH3:16])[CH3:15]. (4) Given the product [Cl:1][C:2]1[CH:3]=[C:4]([CH:8]=[C:9]([N+:12]([O-:14])=[O:13])[C:10]=1[F:11])[C:5]([NH:16][CH2:17][C:18]1[CH:29]=[CH:28][C:27]([C:30]#[N:31])=[CH:26][C:19]=1[O:20][CH2:21][C:22](=[O:23])[NH:24][CH3:25])=[O:7], predict the reactants needed to synthesize it. The reactants are: [Cl:1][C:2]1[CH:3]=[C:4]([CH:8]=[C:9]([N+:12]([O-:14])=[O:13])[C:10]=1[F:11])[C:5]([OH:7])=O.Cl.[NH2:16][CH2:17][C:18]1[CH:29]=[CH:28][C:27]([C:30]#[N:31])=[CH:26][C:19]=1[O:20][CH2:21][C:22]([NH:24][CH3:25])=[O:23]. (5) The reactants are: C(OC([N:8]1[CH2:12][CH2:11][CH2:10][C@@H:9]1[CH2:13][O:14][C:15]1[CH:20]=[CH:19][C:18]([O:21][C:22]2[NH:26][C:25]3[CH:27]=[CH:28][CH:29]=[CH:30][C:24]=3[N:23]=2)=[CH:17][CH:16]=1)=O)(C)(C)C.[ClH:31].CCOCC. Given the product [ClH:31].[NH:8]1[CH2:12][CH2:11][CH2:10][C@@H:9]1[CH2:13][O:14][C:15]1[CH:20]=[CH:19][C:18]([O:21][C:22]2[NH:23][C:24]3[CH:30]=[CH:29][CH:28]=[CH:27][C:25]=3[N:26]=2)=[CH:17][CH:16]=1, predict the reactants needed to synthesize it. (6) Given the product [F:16][C:17]([F:24])([F:23])[S:18]([O-:21])(=[O:20])=[O:19].[CH3:1][O:2][Si:3]([CH2:8][CH2:9][C:10]1[CH:15]=[CH:14][CH:13]=[CH:12][N+:11]=1[CH3:17])([O:6][CH3:7])[O:4][CH3:5], predict the reactants needed to synthesize it. The reactants are: [CH3:1][O:2][Si:3]([CH2:8][CH2:9][C:10]1[CH:15]=[CH:14][CH:13]=[CH:12][N:11]=1)([O:6][CH3:7])[O:4][CH3:5].[F:16][C:17]([F:24])([F:23])[S:18]([O:21]C)(=[O:20])=[O:19].